This data is from Full USPTO retrosynthesis dataset with 1.9M reactions from patents (1976-2016). The task is: Predict the reactants needed to synthesize the given product. (1) Given the product [CH2:30]([C:9]1[C:8]2[C:12](=[C:4]([F:3])[CH:5]=[CH:6][CH:7]=2)[N:11]([C:13]2[N:17]=[C:16]([CH:18]3[CH2:19][CH2:20][N:21]([CH2:24][C@H:29]4[CH2:25][CH2:26][N:27]([C:50]([NH:51][CH3:47])=[O:49])[CH2:28]4)[CH2:22][CH2:23]3)[O:15][N:14]=2)[N:10]=1)[CH3:31], predict the reactants needed to synthesize it. The reactants are: Cl.Cl.[F:3][C:4]1[CH:5]=[CH:6][CH:7]=[C:8]2[C:12]=1[N:11]([C:13]1[N:17]=[C:16]([CH:18]3[CH2:23][CH2:22][N:21]([CH:24]4[CH2:29][CH2:28][NH:27][CH2:26][CH2:25]4)[CH2:20][CH2:19]3)[O:15][N:14]=1)[N:10]=[C:9]2[CH:30](C)[CH3:31].Cl.Cl.C(C1C2C(=C(F)C=CC=2)N([C:47]2[N:51]=[C:50](C3CCN(C[C@H]4CCNC4)CC3)[O:49]N=2)N=1)C. (2) Given the product [C:23]([C:27]1[N:28]=[C:29]([N:36]2[CH2:40][C:39]([F:41])([F:42])[C:38]([F:43])([F:44])[CH2:37]2)[C:30]2[N:35]=[N:34][N:33]([CH2:8][C:9]3[N:11]([CH3:14])[N:12]=[N:13][N:10]=3)[C:31]=2[N:32]=1)([CH3:26])([CH3:24])[CH3:25], predict the reactants needed to synthesize it. The reactants are: C(C1N=C(N2CCC(F)(F)C2)[C:8]2[N:13]=[N:12][N:11]([CH2:14]C)[C:9]=2[N:10]=1)(C)(C)C.[C:23]([C:27]1[N:28]=[C:29]([N:36]2[CH2:40][C:39]([F:42])([F:41])[C:38]([F:44])([F:43])[CH2:37]2)[C:30]2[N:35]=[N:34][NH:33][C:31]=2[N:32]=1)([CH3:26])([CH3:25])[CH3:24].ClCC1N(C)N=NN=1. (3) The reactants are: Cl.[F:2][C:3]1[CH:4]=[CH:5][C:6]2[O:10][C:9](=[O:11])[N:8]([CH:12]3[CH2:17][CH2:16][NH:15][CH2:14][CH2:13]3)[C:7]=2[CH:18]=1.[CH2:19]([O:21][CH:22]1[CH2:27][CH2:26][C:25](=O)[CH2:24][CH2:23]1)[CH3:20].CCN(C(C)C)C(C)C.C(O[BH-](OC(=O)C)OC(=O)C)(=O)C.[Na+]. Given the product [CH2:19]([O:21][C@H:22]1[CH2:27][CH2:26][C@H:25]([N:15]2[CH2:14][CH2:13][CH:12]([N:8]3[C:7]4[CH:18]=[C:3]([F:2])[CH:4]=[CH:5][C:6]=4[O:10][C:9]3=[O:11])[CH2:17][CH2:16]2)[CH2:24][CH2:23]1)[CH3:20], predict the reactants needed to synthesize it. (4) Given the product [CH3:21][O:22][C:5]1[CH:6]=[C:7]([S:10][C:11]2[CH:12]=[CH:13][C:14]3[CH2:18][O:17][B:16]([OH:19])[C:15]=3[CH:20]=2)[CH:8]=[CH:9][CH:4]=1, predict the reactants needed to synthesize it. The reactants are: [N+]([C:4]1[CH:9]=[CH:8][C:7]([S:10][C:11]2[CH:12]=[CH:13][C:14]3[CH2:18][O:17][B:16]([OH:19])[C:15]=3[CH:20]=2)=[CH:6][CH:5]=1)([O-])=O.[CH3:21][O:22]C1C=C(S)C=CC=1. (5) Given the product [ClH:2].[Cl:16][C:10]1[CH:11]=[CH:12][C:13]([Cl:15])=[CH:14][C:9]=1[C:7]1[N:6]=[C:5]2[CH2:17][CH2:18][CH2:19][C:4]2=[C:3]([NH:20][C:21]2[CH:29]=[CH:28][C:24]([CH2:25][CH2:26][OH:27])=[CH:23][CH:22]=2)[CH:8]=1, predict the reactants needed to synthesize it. The reactants are: Cl.[Cl:2][C:3]1[CH:8]=[C:7]([C:9]2[CH:14]=[C:13]([Cl:15])[CH:12]=[CH:11][C:10]=2[Cl:16])[N:6]=[C:5]2[CH2:17][CH2:18][CH2:19][C:4]=12.[NH2:20][C:21]1[CH:29]=[CH:28][C:24]([CH2:25][CH2:26][OH:27])=[CH:23][CH:22]=1. (6) Given the product [CH3:25][Si:26]([CH3:31])([CH3:30])[CH2:27][CH2:28][O:11][C:10](=[O:12])[CH2:9][C:5]1[CH:6]=[C:7]([Cl:8])[C:2]([Br:1])=[CH:3][C:4]=1[C:13](=[O:24])[N:14]([C:16]1[CH:21]=[CH:20][CH:19]=[CH:18][C:17]=1[O:22][CH3:23])[CH3:15], predict the reactants needed to synthesize it. The reactants are: [Br:1][C:2]1[C:7]([Cl:8])=[CH:6][C:5]([CH2:9][C:10]([OH:12])=[O:11])=[C:4]([C:13](=[O:24])[N:14]([C:16]2[CH:21]=[CH:20][CH:19]=[CH:18][C:17]=2[O:22][CH3:23])[CH3:15])[CH:3]=1.[CH3:25][Si:26]([CH3:31])([CH3:30])[CH2:27][CH2:28]O.C1CCC(N=C=NC2CCCCC2)CC1. (7) Given the product [CH2:1]([C:5]1[O:6][C:7]2[CH:15]=[CH:14][CH:13]=[CH:12][C:8]=2[C:9]=1[CH:10]=[N:17][OH:18])[CH2:2][CH2:3][CH3:4], predict the reactants needed to synthesize it. The reactants are: [CH2:1]([C:5]1[O:6][C:7]2[CH:15]=[CH:14][CH:13]=[CH:12][C:8]=2[C:9]=1[CH:10]=O)[CH2:2][CH2:3][CH3:4].Cl.[NH2:17][OH:18].[OH-].[Na+].Cl.